Dataset: Full USPTO retrosynthesis dataset with 1.9M reactions from patents (1976-2016). Task: Predict the reactants needed to synthesize the given product. (1) Given the product [CH:25]([OH:28])=[O:27].[S:1]1[C:9]2[C:4](=[N:5][CH:6]=[CH:7][CH:8]=2)[N:3]=[C:2]1[O:29][C:34]1[CH:33]=[C:4]2[C:9]([C:25]([CH2:26][N:11]3[CH2:12][CH2:13][C:14]4[S:18][C:17]5[CH:19]=[CH:20][CH:21]=[CH:22][C:16]=5[C:15]=4[CH2:10]3)=[CH:2][NH:3]2)=[CH:8][CH:7]=1, predict the reactants needed to synthesize it. The reactants are: [S:1]1[C:9]2[C:4](=[N:5][CH:6]=[CH:7][CH:8]=2)[N:3]=[CH:2]1.[CH2:10]1[C:15]2[C:16]3[CH:22]=[CH:21][CH:20]=[CH:19][C:17]=3[S:18][C:14]=2[CH2:13][CH2:12][NH:11]1.C=O.[C:25]([OH:28])(=[O:27])[CH3:26].[O:29]1[CH2:34][CH2:33]OCC1. (2) Given the product [CH3:13][O:14][C:2]1[N:3]=[C:4]([OH:12])[C:5]2[CH:11]=[CH:10][N:9]=[CH:8][C:6]=2[N:7]=1, predict the reactants needed to synthesize it. The reactants are: Cl[C:2]1[N:3]=[C:4]([OH:12])[C:5]2[CH:11]=[CH:10][N:9]=[CH:8][C:6]=2[N:7]=1.[CH3:13][O:14][Na]. (3) Given the product [F:45][CH:43]([F:44])[C:42]1[C:37]2[N:38]([C:34]([C:32]3[C:31]([C:46]#[N:47])=[CH:30][N:29]=[C:28]([NH:27][CH:25]([C:22]4[CH:21]=[CH:20][C:19]([OH:18])=[CH:24][CH:23]=4)[CH3:26])[N:33]=3)=[CH:35][N:36]=2)[CH:39]=[CH:40][CH:41]=1, predict the reactants needed to synthesize it. The reactants are: [Si]([O:18][C:19]1[CH:24]=[CH:23][C:22]([CH:25]([NH:27][C:28]2[N:33]=[C:32]([C:34]3[N:38]4[CH:39]=[CH:40][CH:41]=[C:42]([CH:43]([F:45])[F:44])[C:37]4=[N:36][CH:35]=3)[C:31]([C:46]#[N:47])=[CH:30][N:29]=2)[CH3:26])=[CH:21][CH:20]=1)(C(C)(C)C)(C1C=CC=CC=1)C1C=CC=CC=1.[F-].C([N+](CCCC)(CCCC)CCCC)CCC.